From a dataset of TCR-epitope binding with 47,182 pairs between 192 epitopes and 23,139 TCRs. Binary Classification. Given a T-cell receptor sequence (or CDR3 region) and an epitope sequence, predict whether binding occurs between them. (1) The epitope is FIAGLIAIV. The TCR CDR3 sequence is CASSDWQSYGYTF. Result: 1 (the TCR binds to the epitope). (2) The epitope is NLNESLIDL. The TCR CDR3 sequence is CATSGGTGMNTEAFF. Result: 1 (the TCR binds to the epitope). (3) The epitope is LLLGIGILV. The TCR CDR3 sequence is CSADDRTSGNTIYF. Result: 1 (the TCR binds to the epitope). (4) The epitope is KEIDRLNEV. The TCR CDR3 sequence is CASSPPDYTDTQYF. Result: 0 (the TCR does not bind to the epitope). (5) The epitope is RAKFKQLL. The TCR CDR3 sequence is CASSSNRDRNTIYF. Result: 1 (the TCR binds to the epitope). (6) The epitope is LQPFPQPELPYPQPQ. The TCR CDR3 sequence is CASSPGQGALYPEAFF. Result: 0 (the TCR does not bind to the epitope). (7) The epitope is IQYIDIGNY. The TCR CDR3 sequence is CASSSVGLAGYNEQFF. Result: 0 (the TCR does not bind to the epitope). (8) The epitope is FLRGRAYGL. The TCR CDR3 sequence is CATRKDGHQPQHF. Result: 0 (the TCR does not bind to the epitope). (9) The epitope is FLPRVFSAV. The TCR CDR3 sequence is CASSDFGQVFSNQPQHF. Result: 1 (the TCR binds to the epitope).